From a dataset of Peptide-MHC class II binding affinity with 134,281 pairs from IEDB. Regression. Given a peptide amino acid sequence and an MHC pseudo amino acid sequence, predict their binding affinity value. This is MHC class II binding data. (1) The peptide sequence is NVPFIQSRGLFGAIAGFIEGG. The MHC is DRB1_1501 with pseudo-sequence DRB1_1501. The binding affinity (normalized) is 0.456. (2) The peptide sequence is QTNGPWMQVPLEVKR. The MHC is HLA-DQA10601-DQB10402 with pseudo-sequence HLA-DQA10601-DQB10402. The binding affinity (normalized) is 0.320. (3) The peptide sequence is VKEIPPRLLYAKSSP. The MHC is DRB1_1602 with pseudo-sequence DRB1_1602. The binding affinity (normalized) is 0.138. (4) The peptide sequence is VHQIFGSAYTALFSG. The MHC is DRB1_1501 with pseudo-sequence DRB1_1501. The binding affinity (normalized) is 0.856. (5) The MHC is DRB4_0101 with pseudo-sequence DRB4_0103. The peptide sequence is PALLALLALPALLLL. The binding affinity (normalized) is 0.578. (6) The peptide sequence is HYKGSSFHRVIPGFM. The MHC is DRB1_0401 with pseudo-sequence DRB1_0401. The binding affinity (normalized) is 0.400. (7) The peptide sequence is IDRLITGRLQSLQTY. The MHC is DRB5_0101 with pseudo-sequence DRB5_0101. The binding affinity (normalized) is 0.281.